This data is from Full USPTO retrosynthesis dataset with 1.9M reactions from patents (1976-2016). The task is: Predict the reactants needed to synthesize the given product. (1) Given the product [CH3:20][NH:21][C:22]1[NH:1][C:2]2=[N:7][CH:6]=[C:5]3[NH:8][C:9](=[O:18])[N:10]([C@H:11]4[CH2:16][CH2:15][CH2:14][CH2:13][C@H:12]4[CH3:17])[C:4]3=[C:3]2[N:19]=1, predict the reactants needed to synthesize it. The reactants are: [NH2:1][C:2]1[N:7]=[CH:6][C:5]2[NH:8][C:9](=[O:18])[N:10]([C@H:11]3[CH2:16][CH2:15][CH2:14][CH2:13][C@H:12]3[CH3:17])[C:4]=2[C:3]=1[NH2:19].[CH3:20][N:21]=[C:22]=S.O. (2) Given the product [F:69][C:67]1[CH:68]=[C:63]([CH:64]=[C:65]([F:70])[CH:66]=1)[CH2:62][C@H:48]([NH:47][C:11]([C:9]1[S:10][C:6]([CH2:5][S:2]([CH3:1])(=[O:3])=[O:4])=[CH:7][CH:8]=1)=[O:13])[C@H:49]([OH:61])[CH2:50][NH:51][CH2:52][C:53]1[CH:58]=[CH:57][CH:56]=[C:55]([CH2:59][CH3:60])[CH:54]=1, predict the reactants needed to synthesize it. The reactants are: [CH3:1][S:2]([CH2:5][C:6]1[S:10][C:9]([C:11]([OH:13])=O)=[CH:8][CH:7]=1)(=[O:4])=[O:3].C(N(CC)C(C)C)(C)C.CN(C(ON1N=NC2C=CC=CC1=2)=[N+](C)C)C.F[P-](F)(F)(F)(F)F.[NH2:47][C@@H:48]([CH2:62][C:63]1[CH:68]=[C:67]([F:69])[CH:66]=[C:65]([F:70])[CH:64]=1)[C@H:49]([OH:61])[CH2:50][NH:51][CH2:52][C:53]1[CH:58]=[CH:57][CH:56]=[C:55]([CH2:59][CH3:60])[CH:54]=1. (3) Given the product [CH2:18]([N:15]1[C:16]2[CH:17]=[C:9]3[N:8]=[C:7]([C:3]4[C:2]([NH:1][C:29](=[O:30])[C:28]5[CH:32]=[CH:33][C:25]([F:24])=[C:26]([CH3:34])[CH:27]=5)=[CH:6][NH:5][N:4]=4)[NH:23][C:10]3=[CH:11][C:12]=2[C:13]([CH3:22])([CH3:21])[C:14]1=[O:20])[CH3:19], predict the reactants needed to synthesize it. The reactants are: [NH2:1][C:2]1[C:3]([C:7]2[NH:23][C:10]3=[CH:11][C:12]4[C:13]([CH3:22])([CH3:21])[C:14](=[O:20])[N:15]([CH2:18][CH3:19])[C:16]=4[CH:17]=[C:9]3[N:8]=2)=[N:4][NH:5][CH:6]=1.[F:24][C:25]1[CH:33]=[CH:32][C:28]([C:29](Cl)=[O:30])=[CH:27][C:26]=1[CH3:34]. (4) Given the product [Cl:20][C:21]1[CH:22]=[CH:23][C:24]([C@@H:27]([CH3:31])[C:28]([NH:1][C:2]2[CH:11]=[CH:10][CH:9]=[C:8]3[C:3]=2[CH:4]=[CH:5][N:6]([C@H:13]([CH:17]([CH3:19])[CH3:18])[C:14]([NH2:16])=[O:15])[C:7]3=[O:12])=[O:29])=[CH:25][CH:26]=1, predict the reactants needed to synthesize it. The reactants are: [NH2:1][C:2]1[CH:11]=[CH:10][CH:9]=[C:8]2[C:3]=1[CH:4]=[CH:5][N:6]([C@H:13]([CH:17]([CH3:19])[CH3:18])[C:14]([NH2:16])=[O:15])[C:7]2=[O:12].[Cl:20][C:21]1[CH:26]=[CH:25][C:24]([C@@H:27]([CH3:31])[C:28](O)=[O:29])=[CH:23][CH:22]=1.C(N(CC)C(C)C)(C)C.CN(C)C=O. (5) Given the product [CH3:21][O:22][CH2:23][CH2:24][O:1][C:2]1[CH:7]=[CH:6][C:5]([NH:8][C:9]2[O:10][CH2:11][C:12](=[O:19])[C:13]=2[C:14]([O:16][CH2:17][CH3:18])=[O:15])=[C:4]([CH3:20])[CH:3]=1, predict the reactants needed to synthesize it. The reactants are: [OH:1][C:2]1[CH:7]=[CH:6][C:5]([NH:8][C:9]2[O:10][CH2:11][C:12](=[O:19])[C:13]=2[C:14]([O:16][CH2:17][CH3:18])=[O:15])=[C:4]([CH3:20])[CH:3]=1.[CH3:21][O:22][CH2:23][CH2:24]O.C1(P(C2C=CC=CC=2)C2C=CC=CC=2)C=CC=CC=1.N(C(OCC)=O)=NC(OCC)=O. (6) Given the product [CH2:1]([N:5]1[C:10]2[CH:11]=[C:12]([C:20]([NH:56][C@@H:57]([CH2:71][C:72]3[CH:73]=[C:74]([F:79])[CH:75]=[C:76]([F:78])[CH:77]=3)[C@H:58]([OH:70])[CH2:59][NH:60][CH2:61][C:62]3[CH:67]=[CH:66][CH:65]=[C:64]([CH2:68][CH3:69])[CH:63]=3)=[O:21])[CH:13]=[C:14]([C:15]3[O:16][CH:17]=[CH:18][N:19]=3)[C:9]=2[O:8][CH2:7][CH2:6]1)[CH2:2][CH2:3][CH3:4], predict the reactants needed to synthesize it. The reactants are: [CH2:1]([N:5]1[C:10]2[CH:11]=[C:12]([C:20](O)=[O:21])[CH:13]=[C:14]([C:15]3[O:16][CH:17]=[CH:18][N:19]=3)[C:9]=2[O:8][CH2:7][CH2:6]1)[CH2:2][CH2:3][CH3:4].CN(C(ON1N=NC2C=CC=CC1=2)=[N+](C)C)C.F[P-](F)(F)(F)(F)F.C(N(C(C)C)CC)(C)C.[NH2:56][C@@H:57]([CH2:71][C:72]1[CH:77]=[C:76]([F:78])[CH:75]=[C:74]([F:79])[CH:73]=1)[C@H:58]([OH:70])[CH2:59][NH:60][CH2:61][C:62]1[CH:67]=[CH:66][CH:65]=[C:64]([CH2:68][CH3:69])[CH:63]=1.